This data is from Forward reaction prediction with 1.9M reactions from USPTO patents (1976-2016). The task is: Predict the product of the given reaction. (1) Given the reactants [F:1][C:2]1[CH:7]=[CH:6][C:5]([C:8]2[C:16]3[C:11](=[CH:12][CH:13]=[C:14]([CH3:17])[CH:15]=3)[NH:10][CH:9]=2)=[CH:4][CH:3]=1.C([SiH](CC)CC)C, predict the reaction product. The product is: [F:1][C:2]1[CH:7]=[CH:6][C:5]([CH:8]2[C:16]3[C:11](=[CH:12][CH:13]=[C:14]([CH3:17])[CH:15]=3)[NH:10][CH2:9]2)=[CH:4][CH:3]=1. (2) Given the reactants [NH2:1][CH2:2][CH2:3][CH2:4][CH2:5][CH2:6][CH2:7][O:8][C:9]1[C:19]([F:20])=[CH:18][C:12]2[N:13]=[C:14]([C:16]#[N:17])[S:15][C:11]=2[CH:10]=1.[CH3:21][N:22]([C:24]1[CH:29]=[CH:28][C:27]2[C:30]([C:41]3[CH:46]=[C:45]([C:47](ON4C(=O)CCC4=O)=[O:48])[CH:44]=[CH:43][C:42]=3[C:57]([O-:59])=[O:58])=[C:31]3[C:39]([O:40][C:26]=2[CH:25]=1)=[CH:38][C:34](=[N+:35]([CH3:37])[CH3:36])[CH:33]=[CH:32]3)[CH3:23], predict the reaction product. The product is: [C:16]([C:14]1[S:15][C:11]2[CH:10]=[C:9]([O:8][CH2:7][CH2:6][CH2:5][CH2:4][CH2:3][CH2:2][NH:1][C:47]([C:45]3[CH:44]=[CH:43][C:42]([C:57]([O-:59])=[O:58])=[C:41]([C:30]4[C:31]5[CH:32]=[CH:33][C:34]([N:35]([CH3:36])[CH3:37])=[CH:38][C:39]=5[O:40][C:26]5[C:27]=4[CH:28]=[CH:29][C:24](=[N+:22]([CH3:23])[CH3:21])[CH:25]=5)[CH:46]=3)=[O:48])[C:19]([F:20])=[CH:18][C:12]=2[N:13]=1)#[N:17]. (3) Given the reactants [N+:1]([C:4]1[CH:12]=[C:11]2[C:7]([CH:8]=[CH:9][NH:10]2)=[CH:6][CH:5]=1)([O-:3])=[O:2].C(=O)([O-])[O-].[K+].[K+].[CH2:19](Br)[C:20]1[CH:25]=[CH:24][CH:23]=[CH:22][CH:21]=1.O, predict the reaction product. The product is: [CH2:19]([N:10]1[C:11]2[C:7](=[CH:6][CH:5]=[C:4]([N+:1]([O-:3])=[O:2])[CH:12]=2)[CH:8]=[CH:9]1)[C:20]1[CH:25]=[CH:24][CH:23]=[CH:22][CH:21]=1. (4) Given the reactants [CH:1]1([CH:7]([OH:17])[CH2:8][NH:9][C:10](=[O:16])[O:11][C:12]([CH3:15])([CH3:14])[CH3:13])[CH2:6][CH2:5][CH2:4][CH2:3][CH2:2]1.[C:18](Cl)(=[O:25])[C:19]1[CH:24]=[CH:23][CH:22]=[CH:21][CH:20]=1.N1C=CC=CC=1, predict the reaction product. The product is: [C:18]([O:17][CH:7]([CH:1]1[CH2:2][CH2:3][CH2:4][CH2:5][CH2:6]1)[CH2:8][NH:9][C:10]([O:11][C:12]([CH3:14])([CH3:13])[CH3:15])=[O:16])(=[O:25])[C:19]1[CH:24]=[CH:23][CH:22]=[CH:21][CH:20]=1. (5) Given the reactants [S:1]1[CH:5]=[CH:4][CH:3]=[C:2]1[CH:6]=O.[CH3:8][O:9][CH2:10][CH2:11][NH2:12].[C:13]1(=[O:24])[O:19][C:17](=O)[C:16]2=[CH:20][CH:21]=[CH:22][CH:23]=[C:15]2[CH2:14]1.[CH3:25][C:26]1[CH:35]=[CH:34][C:33]2[C:28](=[CH:29][CH:30]=[C:31]([NH2:36])[CH:32]=2)[N:27]=1, predict the reaction product. The product is: [CH3:8][O:9][CH2:10][CH2:11][N:12]1[CH:6]([C:2]2[S:1][CH:5]=[CH:4][CH:3]=2)[CH:14]([C:13]([NH:36][C:31]2[CH:32]=[C:33]3[C:28](=[CH:29][CH:30]=2)[N:27]=[C:26]([CH3:25])[CH:35]=[CH:34]3)=[O:24])[C:15]2[C:16](=[CH:20][CH:21]=[CH:22][CH:23]=2)[C:17]1=[O:19]. (6) The product is: [NH2:8][CH2:7][C:6]1[CH:5]=[C:4]([NH:3][CH2:1][CH3:2])[CH:11]=[CH:10][CH:9]=1. Given the reactants [CH2:1]([NH:3][C:4]1[CH:5]=[C:6]([CH:9]=[CH:10][CH:11]=1)[C:7]#[N:8])[CH3:2].Cl.[H][H], predict the reaction product. (7) Given the reactants [Cl:1][C:2]1[CH:3]=[N:4][CH:5]=[C:6]([Cl:11])[C:7]=1[CH:8]=[N:9][OH:10].ClN1C(=O)CCC1=O.[CH:20]1([C:24](=O)[CH2:25][C:26]([O:28][CH2:29][CH3:30])=[O:27])[CH2:23][CH2:22][CH2:21]1.[O-]CC.[Na+], predict the reaction product. The product is: [CH:20]1([C:24]2[O:10][N:9]=[C:8]([C:7]3[C:6]([Cl:11])=[CH:5][N:4]=[CH:3][C:2]=3[Cl:1])[C:25]=2[C:26]([O:28][CH2:29][CH3:30])=[O:27])[CH2:21][CH2:22][CH2:23]1.